Dataset: Tyrosyl-DNA phosphodiesterase HTS with 341,365 compounds. Task: Binary Classification. Given a drug SMILES string, predict its activity (active/inactive) in a high-throughput screening assay against a specified biological target. The compound is S(c1n(\c([nH]n1)=C1\c2c(N=C1)cccc2)c1ccc(OC)cc1)C. The result is 0 (inactive).